From a dataset of Forward reaction prediction with 1.9M reactions from USPTO patents (1976-2016). Predict the product of the given reaction. (1) Given the reactants [F:1][CH:2]([F:21])[C:3]1[C:8]([C:9]([O:11]CC)=[O:10])=[CH:7][C:6]([CH2:14][NH:15][C:16](=[O:20])[CH:17]([CH3:19])[CH3:18])=[CH:5][N:4]=1.O.[OH-].[Li+].Cl, predict the reaction product. The product is: [F:21][CH:2]([F:1])[C:3]1[C:8]([C:9]([OH:11])=[O:10])=[CH:7][C:6]([CH2:14][NH:15][C:16](=[O:20])[CH:17]([CH3:19])[CH3:18])=[CH:5][N:4]=1. (2) Given the reactants [C:1]([O:5][C:6]([N:8]1[CH2:13][CH2:12][CH2:11][C@@H:10]([N:14]([CH2:30]C=C)[C:15](=[O:29])[C@H:16]([NH:20][C:21]2[CH:26]=[C:25]([F:27])[CH:24]=[C:23]([Cl:28])[CH:22]=2)[CH2:17][CH:18]=[CH2:19])[CH2:9]1)=[O:7])([CH3:4])([CH3:3])[CH3:2], predict the reaction product. The product is: [Cl:28][C:23]1[CH:22]=[C:21]([NH:20][C@@H:16]2[CH2:17][CH:18]=[CH:19][CH2:30][N:14]([C@@H:10]3[CH2:11][CH2:12][CH2:13][N:8]([C:6]([O:5][C:1]([CH3:2])([CH3:4])[CH3:3])=[O:7])[CH2:9]3)[C:15]2=[O:29])[CH:26]=[C:25]([F:27])[CH:24]=1. (3) Given the reactants C(OC(=O)[NH:7][C@@H:8]([CH:36]([CH3:38])[CH3:37])[C:9]([NH:11][NH:12][C:13](=[O:35])/[CH:14]=[CH:15]\[N:16]1[CH:20]=[N:19][C:18]([C:21]2[CH:26]=[C:25]([C:27]([F:30])([F:29])[F:28])[CH:24]=[C:23]([C:31]([F:34])([F:33])[F:32])[CH:22]=2)=[N:17]1)=[O:10])(C)(C)C.[C:40]([OH:46])([C:42]([F:45])([F:44])[F:43])=[O:41], predict the reaction product. The product is: [F:43][C:42]([F:45])([F:44])[C:40]([OH:46])=[O:41].[NH2:7][C@@H:8]([CH:36]([CH3:38])[CH3:37])[C:9]([NH:11][NH:12][C:13](=[O:35])/[CH:14]=[CH:15]\[N:16]1[CH:20]=[N:19][C:18]([C:21]2[CH:22]=[C:23]([C:31]([F:33])([F:34])[F:32])[CH:24]=[C:25]([C:27]([F:29])([F:28])[F:30])[CH:26]=2)=[N:17]1)=[O:10]. (4) Given the reactants [NH2:1][C:2]1[C:11]2[C:6](=[CH:7][C:8](OS(C(F)(F)F)(=O)=O)=[CH:9][CH:10]=2)[CH:5]=[C:4]([CH3:20])[N:3]=1.C1(P(C2C=CC=CC=2)C2C=CC=CC=2)C=CC=CC=1.C(OCC)(=O)C.[CH3:46][N:47]1CCCC1=O, predict the reaction product. The product is: [NH2:1][C:2]1[C:11]2[C:6](=[CH:7][C:8]([C:46]#[N:47])=[CH:9][CH:10]=2)[CH:5]=[C:4]([CH3:20])[N:3]=1. (5) The product is: [O:20]1[C:24]2[CH:25]=[CH:26][C:27]([CH2:29][CH2:30][C:31]([NH:54][CH:45]3[CH2:46][C:47]4[C:52](=[CH:51][CH:50]=[C:49]([Cl:53])[CH:48]=4)[N:43]([CH2:36][C:37]4[CH:38]=[CH:39][CH:40]=[CH:41][CH:42]=4)[CH2:44]3)=[O:33])=[CH:28][C:23]=2[O:22][CH2:21]1. Given the reactants CC(C)N=C=NC(C)C.C1C=CC2N(O)N=NC=2C=1.[O:20]1[C:24]2[CH:25]=[CH:26][C:27]([CH2:29][CH2:30][C:31]([OH:33])=O)=[CH:28][C:23]=2[O:22][CH2:21]1.Cl.Cl.[CH2:36]([N:43]1[C:52]2[C:47](=[CH:48][C:49]([Cl:53])=[CH:50][CH:51]=2)[CH2:46][CH:45]([NH2:54])[CH2:44]1)[C:37]1[CH:42]=[CH:41][CH:40]=[CH:39][CH:38]=1, predict the reaction product. (6) Given the reactants [F:1][C:2]1[CH:7]=[CH:6][C:5]([C:8](Cl)=[N:9][OH:10])=[CH:4][CH:3]=1.C(N(CC)CC)C.[CH2:19]([N:23]1[C:27](=[O:28])[C:26]2=[CH:29][CH:30]=[CH:31][CH:32]=[C:25]2[C:24]1=[O:33])[CH2:20][C:21]#[CH:22], predict the reaction product. The product is: [F:1][C:2]1[CH:7]=[CH:6][C:5]([C:8]2[CH:22]=[C:21]([CH2:20][CH2:19][N:23]3[C:27](=[O:28])[C:26]4[C:25](=[CH:32][CH:31]=[CH:30][CH:29]=4)[C:24]3=[O:33])[O:10][N:9]=2)=[CH:4][CH:3]=1. (7) Given the reactants [NH:1]1[C:5]2[CH:6]=[CH:7][CH:8]=[CH:9][C:4]=2[N:3]=[C:2]1[CH2:10][NH:11][CH:12]1[C:21]2[N:20]=[CH:19][CH:18]=[CH:17][C:16]=2[CH2:15][CH2:14][CH2:13]1.[CH:22](=O)[C:23]1[CH:28]=[CH:27][CH:26]=[CH:25][CH:24]=1.C(N(CC1N(CCC#N)C2C=CC=CC=2N=1)C1C2N=CC=CC=2CCC1)C, predict the reaction product. The product is: [NH:1]1[C:5]2[CH:6]=[CH:7][CH:8]=[CH:9][C:4]=2[N:3]=[C:2]1[CH2:10][N:11]([CH2:22][C:23]1[CH:28]=[CH:27][CH:26]=[CH:25][CH:24]=1)[CH:12]1[C:21]2[N:20]=[CH:19][CH:18]=[CH:17][C:16]=2[CH2:15][CH2:14][CH2:13]1. (8) Given the reactants Cl.[NH2:2][C@@H:3]1[CH2:7][N:6]([C:8]([O:10][C:11]([CH3:14])([CH3:13])[CH3:12])=[O:9])[CH2:5][C@H:4]1[C:15]([O:17][CH2:18][CH3:19])=[O:16].CCN(C(C)C)C(C)C.Cl[C:30]([O:32][CH2:33][C:34]1[CH:39]=[CH:38][CH:37]=[CH:36][CH:35]=1)=[O:31], predict the reaction product. The product is: [CH2:18]([O:17][C:15]([C@H:4]1[C@H:3]([NH:2][C:30]([O:32][CH2:33][C:34]2[CH:39]=[CH:38][CH:37]=[CH:36][CH:35]=2)=[O:31])[CH2:7][N:6]([C:8]([O:10][C:11]([CH3:14])([CH3:13])[CH3:12])=[O:9])[CH2:5]1)=[O:16])[CH3:19]. (9) Given the reactants [CH3:1][N:2]([CH3:23])[C:3]([C:5]1[CH:6]=[C:7]([C:16]2[CH:21]=[CH:20][C:19]([OH:22])=[CH:18][CH:17]=2)[CH:8]=[CH:9][C:10]=1[CH2:11][C:12]([O:14]C)=[O:13])=[O:4].Br[CH2:25][C:26]1[C:31]([C:32]([O:34][C:35]([CH3:38])([CH3:37])[CH3:36])=[O:33])=[C:30]([O:39]C(OC(C)(C)C)=O)[C:29]([C:47]([F:50])([F:49])[F:48])=[CH:28][CH:27]=1, predict the reaction product. The product is: [C:35]([O:34][C:32]([C:31]1[C:30]([OH:39])=[C:29]([C:47]([F:48])([F:49])[F:50])[CH:28]=[CH:27][C:26]=1[CH2:25][O:22][C:19]1[CH:18]=[CH:17][C:16]([C:7]2[CH:8]=[CH:9][C:10]([CH2:11][C:12]([OH:14])=[O:13])=[C:5]([C:3]([N:2]([CH3:23])[CH3:1])=[O:4])[CH:6]=2)=[CH:21][CH:20]=1)=[O:33])([CH3:38])([CH3:36])[CH3:37]. (10) Given the reactants F[P-](F)(F)(F)(F)F.[N:8]1(O[P+](N(C)C)(N(C)C)N(C)C)C2C=CC=CC=2N=N1.CCN(C(C)C)C(C)C.[Br:37][C:38]1[CH:39]=[CH:40][C:41](F)=[N:42][CH:43]=1.[C:45]([CH2:47][C:48]([OH:50])=O)#[N:46], predict the reaction product. The product is: [Br:37][C:38]1[CH:39]=[CH:40][C:41]([NH:8][C:48](=[O:50])[CH2:47][C:45]#[N:46])=[N:42][CH:43]=1.